From a dataset of Buchwald-Hartwig C-N cross coupling reaction yields with 55,370 reactions. Predict the reaction yield, written as a fraction of the theoretical maximum amount of product (1.0 means a 100% yield; for example, 0.34 means a 34% yield). (1) The reactants are Brc1ccccn1.Cc1ccc(N)cc1.O=S(=O)(O[Pd]1c2ccccc2-c2ccccc2N~1)C(F)(F)F.CC(C)c1cc(C(C)C)c(-c2ccccc2P(C2CCCCC2)C2CCCCC2)c(C(C)C)c1.CN(C)C(=NC(C)(C)C)N(C)C.CCOC(=O)c1cc(C)no1. No catalyst specified. The product is Cc1ccc(Nc2ccccn2)cc1. The yield is 0.536. (2) The reactants are Ic1cccnc1.Cc1ccc(N)cc1.O=S(=O)(O[Pd]1c2ccccc2-c2ccccc2N~1)C(F)(F)F.COc1ccc(OC)c(P(C(C)(C)C)C(C)(C)C)c1-c1c(C(C)C)cc(C(C)C)cc1C(C)C.CCN=P(N=P(N(C)C)(N(C)C)N(C)C)(N(C)C)N(C)C.c1ccc(CN(Cc2ccccc2)c2ccon2)cc1. No catalyst specified. The product is Cc1ccc(Nc2cccnc2)cc1. The yield is 0.544. (3) The product is Cc1ccc(Nc2cccnc2)cc1. No catalyst specified. The yield is 0.00900. The reactants are Clc1cccnc1.Cc1ccc(N)cc1.O=S(=O)(O[Pd]1c2ccccc2-c2ccccc2N~1)C(F)(F)F.COc1ccc(OC)c(P([C@]23C[C@H]4C[C@H](C[C@H](C4)C2)C3)[C@]23C[C@H]4C[C@H](C[C@H](C4)C2)C3)c1-c1c(C(C)C)cc(C(C)C)cc1C(C)C.CCN=P(N=P(N(C)C)(N(C)C)N(C)C)(N(C)C)N(C)C.COC(=O)c1cc(-c2cccs2)on1. (4) The reactants are CCc1ccc(I)cc1.Cc1ccc(N)cc1.O=S(=O)(O[Pd]1c2ccccc2-c2ccccc2N~1)C(F)(F)F.CC(C)c1cc(C(C)C)c(-c2ccccc2P(C(C)(C)C)C(C)(C)C)c(C(C)C)c1.CN(C)C(=NC(C)(C)C)N(C)C.CCOC(=O)c1cc(OC)no1. No catalyst specified. The product is CCc1ccc(Nc2ccc(C)cc2)cc1. The yield is 0.645. (5) The reactants are CCc1ccc(Cl)cc1.Cc1ccc(N)cc1.O=S(=O)(O[Pd]1c2ccccc2-c2ccccc2N~1)C(F)(F)F.COc1ccc(OC)c(P([C@]23C[C@H]4C[C@H](C[C@H](C4)C2)C3)[C@]23C[C@H]4C[C@H](C[C@H](C4)C2)C3)c1-c1c(C(C)C)cc(C(C)C)cc1C(C)C.CCN=P(N=P(N(C)C)(N(C)C)N(C)C)(N(C)C)N(C)C.Cc1ccno1. No catalyst specified. The product is CCc1ccc(Nc2ccc(C)cc2)cc1. The yield is 0.00629. (6) The reactants are Clc1cccnc1.Cc1ccc(N)cc1.O=S(=O)(O[Pd]1c2ccccc2-c2ccccc2N~1)C(F)(F)F.COc1ccc(OC)c(P(C(C)(C)C)C(C)(C)C)c1-c1c(C(C)C)cc(C(C)C)cc1C(C)C.CN(C)C(=NC(C)(C)C)N(C)C.c1ccc(-c2cnoc2)cc1. No catalyst specified. The product is Cc1ccc(Nc2cccnc2)cc1. The yield is 0.0455.